Dataset: Blood-brain barrier penetration binary classification data from Martins et al.. Task: Regression/Classification. Given a drug SMILES string, predict its absorption, distribution, metabolism, or excretion properties. Task type varies by dataset: regression for continuous measurements (e.g., permeability, clearance, half-life) or binary classification for categorical outcomes (e.g., BBB penetration, CYP inhibition). Dataset: bbb_martins. (1) The drug is CCOC(=O)N1CCC(=C2c3ccc(Cl)cc3CCc3cccnc32)CC1. The result is 1 (penetrates BBB). (2) The drug is CCC1(c2ccccc2)C(=O)NC(=O)NC1=O. The result is 1 (penetrates BBB). (3) The compound is NC(=O)C1CCCCO1. The result is 1 (penetrates BBB). (4) The molecule is NC(=O)CS(=O)C(c1ccccc1)c1ccccc1. The result is 1 (penetrates BBB).